Dataset: Reaction yield outcomes from USPTO patents with 853,638 reactions. Task: Predict the reaction yield, written as a fraction of the theoretical maximum amount of product (1.0 means a 100% yield; for example, 0.34 means a 34% yield). (1) The reactants are CON(C)[C:4]([C:6]1[CH:21]=[CH:20][C:9]2[S:10][C:11]3[CH:19]=[CH:18][CH:17]=[CH:16][C:12]=3[C:13]([Cl:15])=[N:14][C:8]=2[CH:7]=1)=[O:5].[Cl-].[Mg+2].[Cl-]. The catalyst is C1COCC1.CCOCC. The product is [Cl:15][C:13]1[C:12]2[CH:16]=[CH:17][CH:18]=[CH:19][C:11]=2[S:10][C:9]2[CH:20]=[CH:21][C:6]([C:4](=[O:5])[CH2:4][CH2:6][CH2:7][CH3:8])=[CH:7][C:8]=2[N:14]=1. The yield is 0.810. (2) The reactants are N([C:10]([CH3:16])(C)[C:11]([O:13][CH3:14])=O)=N[C:10](C)([CH3:16])[C:11]([O:13][CH3:14])=O.[OH2:17].CO.C[C:21](=[O:24])[CH2:22]C. The catalyst is CCCCCC. The product is [C:21]([O:24][CH:10]([CH3:16])[CH2:11][O:13][CH3:14])(=[O:17])[CH3:22]. The yield is 0.600. (3) The reactants are [O:1]=[C:2]([C:9]1[CH:14]=[CH:13][CH:12]=[CH:11][CH:10]=1)[CH2:3][C:4]([O:6][CH2:7][CH3:8])=[O:5].[C:15]1(=O)[CH2:18][CH2:17][CH2:16]1.N1C=CC=CC=1. The catalyst is CC1OCCC1.[Ti](Cl)(Cl)(Cl)Cl. The product is [CH:15]1([CH:3]([C:2](=[O:1])[C:9]2[CH:14]=[CH:13][CH:12]=[CH:11][CH:10]=2)[C:4]([O:6][CH2:7][CH3:8])=[O:5])[CH2:18][CH2:17][CH2:16]1. The yield is 0.0390. (4) The reactants are Cl.[Cl:2][C:3]1[C:4]([F:29])=[C:5]([CH:26]=[CH:27][CH:28]=1)[NH:6][C:7]1[C:16]2[C:11](=[CH:12][C:13]([O:24][CH3:25])=[C:14]([O:17][CH2:18][C@H:19]3[CH2:23][CH2:22][CH2:21][NH:20]3)[CH:15]=2)[N:10]=[CH:9][N:8]=1.[CH3:30][S:31](Cl)(=[O:33])=[O:32]. No catalyst specified. The product is [Cl:2][C:3]1[C:4]([F:29])=[C:5]([CH:26]=[CH:27][CH:28]=1)[NH:6][C:7]1[C:16]2[C:11](=[CH:12][C:13]([O:24][CH3:25])=[C:14]([O:17][CH2:18][C@H:19]3[CH2:23][CH2:22][CH2:21][N:20]3[S:31]([CH3:30])(=[O:33])=[O:32])[CH:15]=2)[N:10]=[CH:9][N:8]=1. The yield is 0.760. (5) The reactants are [Br:1][C:2]1[CH:10]=[CH:9][C:5]([C:6](O)=[O:7])=[CH:4][C:3]=1[Cl:11].[CH3:12][S:13]([NH2:16])(=[O:15])=[O:14].CCN=C=NCCCN(C)C.Cl. The catalyst is C(Cl)Cl.CN(C1C=CN=CC=1)C. The product is [Br:1][C:2]1[CH:10]=[CH:9][C:5]([C:6]([NH:16][S:13]([CH3:12])(=[O:15])=[O:14])=[O:7])=[CH:4][C:3]=1[Cl:11]. The yield is 0.828. (6) The product is [S:11]1[C:12]2[CH:18]=[CH:17][CH:16]=[CH:15][C:13]=2[N:14]=[C:10]1[C:4]1[CH:3]=[C:2]([NH:1][C:20]([NH:19][CH:22]2[CH2:27][CH2:26][CH2:25][CH2:24][CH2:23]2)=[O:21])[CH:7]=[C:6]([Cl:8])[C:5]=1[OH:9]. The reactants are [NH2:1][C:2]1[CH:7]=[C:6]([Cl:8])[C:5]([OH:9])=[C:4]([C:10]2[S:11][C:12]3[CH:18]=[CH:17][CH:16]=[CH:15][C:13]=3[N:14]=2)[CH:3]=1.[N:19]([CH:22]1[CH2:27][CH2:26][CH2:25][CH2:24][CH2:23]1)=[C:20]=[O:21]. No catalyst specified. The yield is 0.100. (7) The reactants are C(O[C:4](=[N:6][C:7](=O)[C:8]1[CH:13]=[CH:12][C:11]([Cl:14])=[CH:10][CH:9]=1)[CH3:5])C.Cl.[CH3:17][S:18][C:19]1[CH:24]=[CH:23][C:22]([NH:25][NH2:26])=[CH:21][CH:20]=1.C(N(CC)CC)C.O. The catalyst is ClCCl.CO. The product is [Cl:14][C:11]1[CH:10]=[CH:9][C:8]([C:7]2[N:25]([C:22]3[CH:23]=[CH:24][C:19]([S:18][CH3:17])=[CH:20][CH:21]=3)[N:26]=[C:4]([CH3:5])[N:6]=2)=[CH:13][CH:12]=1. The yield is 0.590. (8) The reactants are [CH3:1][O:2][C:3]([N:5]1[CH2:10][C:9](=[O:11])[N:8]2[CH:12]([C:15]([OH:17])=O)[CH2:13][CH2:14][CH:7]2[CH2:6]1)=[O:4].CN(C(ON1N=NC2C=CC=NC1=2)=[N+](C)C)C.F[P-](F)(F)(F)(F)F.CN1CCOCC1.Cl.[NH2:50][CH2:51][C:52]([C:54]1[CH:59]=[CH:58][C:57]([Br:60])=[CH:56][CH:55]=1)=[O:53]. The catalyst is CN(C)C=O. The product is [CH3:1][O:2][C:3]([N:5]1[CH2:10][C:9](=[O:11])[N:8]2[CH:12]([C:15](=[O:17])[NH:50][CH2:51][C:52]([C:54]3[CH:59]=[CH:58][C:57]([Br:60])=[CH:56][CH:55]=3)=[O:53])[CH2:13][CH2:14][CH:7]2[CH2:6]1)=[O:4]. The yield is 0.750. (9) The reactants are [CH3:1][CH2:2][O:3][C:4]([N:6]1[C:21]([NH2:22])=[C:9]2[CH2:10][N:11](C(OC(C)(C)C)=O)[CH2:12][CH2:13][C:8]2=[N:7]1)=[O:5].O1CCOCC1.[Cl:29]CCl. The catalyst is Cl. The product is [ClH:29].[CH2:2]([O:3][C:4]([N:6]1[C:21]([NH2:22])=[C:9]2[CH2:10][NH:11][CH2:12][CH2:13][C:8]2=[N:7]1)=[O:5])[CH3:1]. The yield is 0.990.